This data is from Full USPTO retrosynthesis dataset with 1.9M reactions from patents (1976-2016). The task is: Predict the reactants needed to synthesize the given product. (1) The reactants are: [BH4-].[Na+].C(OC(=O)[O:7][C:8]1[CH:13]=[C:12]([O:14]C(OCC)=O)[CH:11]=[CH:10][C:9]=1[C:20](=O)[C:21]1[CH:26]=[CH:25][CH:24]=[CH:23][CH:22]=1)C.Cl. Given the product [CH2:20]([C:9]1[CH:10]=[CH:11][C:12]([OH:14])=[CH:13][C:8]=1[OH:7])[C:21]1[CH:22]=[CH:23][CH:24]=[CH:25][CH:26]=1, predict the reactants needed to synthesize it. (2) Given the product [CH2:4]([O:3][P:1]([O:11][CH2:12][C:13]1[C:14]([Cl:21])=[CH:15][CH:16]=[CH:17][C:18]=1[C:19]([OH:24])=[O:20])([O:7][CH2:8][CH:9]=[CH2:10])=[O:2])[CH:5]=[CH2:6], predict the reactants needed to synthesize it. The reactants are: [P:1]([O:11][CH2:12][C:13]1[C:18]([CH2:19][OH:20])=[CH:17][CH:16]=[CH:15][C:14]=1[Cl:21])([O:7][CH2:8][CH:9]=[CH2:10])([O:3][CH2:4][CH:5]=[CH2:6])=[O:2].CC(C)=[O:24].OS(O)(=O)=O.O=[Cr](=O)=O.S(=O)(=O)(O)O.CC(O)C. (3) Given the product [C:13]([C:17]1[CH:25]=[CH:24][C:20]([C:21]2[N:6]=[C:4]([N:29]3[CH2:28][CH2:27][N:26]([C:32]([O:34][CH2:35][CH3:36])=[O:33])[CH2:31][CH2:30]3)[C:3]3[C:2](=[CH:10][CH:9]=[C:8]([O:11][CH3:12])[CH:7]=3)[N:1]=2)=[CH:19][CH:18]=1)([CH3:16])([CH3:15])[CH3:14], predict the reactants needed to synthesize it. The reactants are: [NH2:1][C:2]1[CH:10]=[CH:9][C:8]([O:11][CH3:12])=[CH:7][C:3]=1[C:4]([NH2:6])=O.[C:13]([C:17]1[CH:25]=[CH:24][C:20]([C:21](Cl)=O)=[CH:19][CH:18]=1)([CH3:16])([CH3:15])[CH3:14].[N:26]1([C:32]([O:34][CH2:35][CH3:36])=[O:33])[CH2:31][CH2:30][NH:29][CH2:28][CH2:27]1. (4) Given the product [N+:28]([C:26]1[CH:27]=[C:22](/[CH:9]=[CH:10]/[CH2:11][NH:12][C:13](=[O:19])[O:14][C:15]([CH3:16])([CH3:17])[CH3:18])[CH:23]=[N:24][CH:25]=1)([O-:30])=[O:29], predict the reactants needed to synthesize it. The reactants are: CC1(C)C(C)(C)OB(/[CH:9]=[CH:10]/[CH2:11][NH:12][C:13](=[O:19])[O:14][C:15]([CH3:18])([CH3:17])[CH3:16])O1.Br[C:22]1[CH:23]=[N:24][CH:25]=[C:26]([N+:28]([O-:30])=[O:29])[CH:27]=1.C([O-])([O-])=O.[K+].[K+].COC. (5) The reactants are: Br[C:12]1C=[C:6]([NH2:8])[C:5]([NH2:9])=C(C)C=1.Br[C:12]1C=[C:6]([NH2:8])[C:5]([NH2:9])=C(C)C=1.Br[C:22]1[CH:27]=[C:26]([N+:28]([O-:30])=[O:29])[C:25]([NH2:31])=[C:24]([CH3:32])[CH:23]=1.O.O.[Sn](Cl)(Cl)(Cl)Cl.[CH2:40]([OH:42])[CH3:41]. Given the product [N:8]1([C:22]2[CH:27]=[C:26]([N+:28]([O-:30])=[O:29])[C:25]([NH:31][C:40](=[O:42])[CH3:41])=[C:24]([CH3:32])[CH:23]=2)[CH:6]=[CH:5][N:9]=[CH:12]1, predict the reactants needed to synthesize it. (6) Given the product [NH2:15][C:3]1[C:4](=[O:14])[NH:5][C:6](=[O:13])[N:7]([CH2:8][CH2:9][CH2:10][CH2:11][CH3:12])[C:2]=1[NH2:1], predict the reactants needed to synthesize it. The reactants are: [NH2:1][C:2]1[N:7]([CH2:8][CH2:9][CH2:10][CH2:11][CH3:12])[C:6](=[O:13])[NH:5][C:4](=[O:14])[C:3]=1[N:15]=O.N.S(S([O-])=O)([O-])=O.[Na+].[Na+]. (7) Given the product [C:4]1([CH:2]([NH:11][NH2:12])[CH3:3])[CH:9]=[CH:8][CH:7]=[CH:6][CH:5]=1, predict the reactants needed to synthesize it. The reactants are: Br[CH:2]([C:4]1[CH:9]=[CH:8][CH:7]=[CH:6][CH:5]=1)[CH3:3].O.[NH2:11][NH2:12].